This data is from Reaction yield outcomes from USPTO patents with 853,638 reactions. The task is: Predict the reaction yield, written as a fraction of the theoretical maximum amount of product (1.0 means a 100% yield; for example, 0.34 means a 34% yield). (1) The reactants are [CH3:1][C:2]1[C:6]([CH:7]([OH:36])[C:8]2[O:9][C:10]3[CH:16]=[CH:15][C:14]([CH2:17][C:18]([NH:20][CH:21]([C:28]4[CH:33]=[CH:32][C:31]([CH3:34])=[CH:30][C:29]=4[CH3:35])[C:22]4[CH:27]=[CH:26][CH:25]=[CH:24][CH:23]=4)=[O:19])=[CH:13][C:11]=3[CH:12]=2)=[C:5]([CH3:37])[O:4][N:3]=1.[NH2:38][C:39]([CH3:43])([CH3:42])[CH2:40]O.C(O)(C(F)(F)F)=O. The catalyst is C(Cl)Cl. The product is [NH2:38][C:39]([CH3:43])([CH3:42])[CH2:40][O:36][CH:7]([C:6]1[C:2]([CH3:1])=[N:3][O:4][C:5]=1[CH3:37])[C:8]1[O:9][C:10]2[CH:16]=[CH:15][C:14]([CH2:17][C:18]([NH:20][CH:21]([C:28]3[CH:33]=[CH:32][C:31]([CH3:34])=[CH:30][C:29]=3[CH3:35])[C:22]3[CH:27]=[CH:26][CH:25]=[CH:24][CH:23]=3)=[O:19])=[CH:13][C:11]=2[CH:12]=1. The yield is 0.730. (2) The product is [Br:1][C:2]1[CH:3]=[C:4]([N:8]2[C:16]3[C:11](=[CH:12][CH:13]=[CH:14][CH:15]=3)[C:10]([CH:17]=[O:18])=[C:9]2[N:20]2[CH2:25][CH2:24][NH:23][CH2:22][CH2:21]2)[CH:5]=[CH:6][CH:7]=1. The reactants are [Br:1][C:2]1[CH:3]=[C:4]([N:8]2[C:16]3[C:11](=[CH:12][CH:13]=[CH:14][CH:15]=3)[C:10]([CH:17]=[O:18])=[C:9]2Cl)[CH:5]=[CH:6][CH:7]=1.[NH:20]1[CH2:25][CH2:24][NH:23][CH2:22][CH2:21]1. The yield is 0.310. No catalyst specified. (3) The reactants are [Br:1][C:2]1[CH:6]=[N:5][N:4]([CH3:7])[C:3]=1[C:8]1[CH:9]=[C:10]([NH2:16])[CH:11]=[CH:12][C:13]=1[O:14][CH3:15].[CH3:17][O:18][C:19]1[CH:24]=[CH:23][C:22]([N:25]=[C:26]=[O:27])=[CH:21][CH:20]=1. The catalyst is C(Cl)Cl. The product is [Br:1][C:2]1[CH:6]=[N:5][N:4]([CH3:7])[C:3]=1[C:8]1[CH:9]=[C:10]([NH:16][C:26]([NH:25][C:22]2[CH:23]=[CH:24][C:19]([O:18][CH3:17])=[CH:20][CH:21]=2)=[O:27])[CH:11]=[CH:12][C:13]=1[O:14][CH3:15]. The yield is 0.780. (4) The reactants are [C:1]([NH:9][C:10]1[C:11]([F:20])=[C:12]([CH:17]=[CH:18][CH:19]=1)[C:13]([O:15][CH3:16])=[O:14])(=[O:8])[C:2]1[CH:7]=[CH:6][CH:5]=[CH:4][CH:3]=1.[H-].[Na+].[CH2:23](I)[CH3:24].O. The catalyst is CN(C)C=O. The product is [CH2:23]([N:9]([C:10]1[C:11]([F:20])=[C:12]([CH:17]=[CH:18][CH:19]=1)[C:13]([O:15][CH3:16])=[O:14])[C:1](=[O:8])[C:2]1[CH:3]=[CH:4][CH:5]=[CH:6][CH:7]=1)[CH3:24]. The yield is 0.610. (5) The reactants are O1CCCOB1[C:7]1[CH:14]=[CH:13][CH:12]=[CH:11][C:8]=1[C:9]#[N:10].Br[C:16]1[CH:22]=[C:21]([CH2:23][CH2:24][CH2:25][CH3:26])[CH:20]=[CH:19][C:17]=1[NH2:18].C(=O)([O-])[O-].[K+].[K+].C(O)C. The catalyst is C1(C)C=CC=CC=1.C1C=CC([P]([Pd]([P](C2C=CC=CC=2)(C2C=CC=CC=2)C2C=CC=CC=2)([P](C2C=CC=CC=2)(C2C=CC=CC=2)C2C=CC=CC=2)[P](C2C=CC=CC=2)(C2C=CC=CC=2)C2C=CC=CC=2)(C2C=CC=CC=2)C2C=CC=CC=2)=CC=1. The product is [CH2:23]([C:21]1[CH:22]=[CH:16][C:17]2[C:19](=[C:7]3[C:8](=[C:9]([NH2:10])[N:18]=2)[CH:11]=[CH:12][CH:13]=[CH:14]3)[CH:20]=1)[CH2:24][CH2:25][CH3:26]. The yield is 0.659. (6) The reactants are [C:1]1([C@@H:7]2[CH2:11][N:10]([CH:12]3[CH2:17][CH2:16][O:15][CH2:14][CH2:13]3)[C:9](=[O:18])[N:8]2[CH:19]2[CH2:24][CH2:23][NH:22][CH2:21][CH2:20]2)[CH:6]=[CH:5][CH:4]=[CH:3][CH:2]=1.[CH:25]([C:27]1[CH:28]=[CH:29][C:30]([OH:39])=[C:31]([CH:38]=1)[C:32]([NH:34][CH:35]([CH3:37])[CH3:36])=[O:33])=O.[BH-](OC(C)=O)(OC(C)=O)OC(C)=O.[Na+]. The catalyst is C(Cl)Cl. The product is [OH:39][C:30]1[CH:29]=[CH:28][C:27]([CH2:25][N:22]2[CH2:23][CH2:24][CH:19]([N:8]3[C@H:7]([C:1]4[CH:2]=[CH:3][CH:4]=[CH:5][CH:6]=4)[CH2:11][N:10]([CH:12]4[CH2:13][CH2:14][O:15][CH2:16][CH2:17]4)[C:9]3=[O:18])[CH2:20][CH2:21]2)=[CH:38][C:31]=1[C:32]([NH:34][CH:35]([CH3:37])[CH3:36])=[O:33]. The yield is 0.670.